Dataset: Full USPTO retrosynthesis dataset with 1.9M reactions from patents (1976-2016). Task: Predict the reactants needed to synthesize the given product. (1) The reactants are: Br[C:2]1[CH:7]=[CH:6][C:5]([N:8]2[C:12]3[CH:13]=[CH:14][CH:15]=[CH:16][C:11]=3[N:10]=[C:9]2[C:17]2C=CC=CN=2)=[CH:4][CH:3]=1.[CH:23]1[C:32]2[C:27](=[CH:28][CH:29]=[CH:30][CH:31]=2)[CH:26]=[CH:25][C:24]=1[C:33]1[C:46]2[C:41](=[CH:42][CH:43]=[CH:44][CH:45]=2)[C:40](B(O)O)=[C:39]2[C:34]=1[CH:35]=[CH:36][CH:37]=[CH:38]2.COCCOC.C(=O)([O-])[O-].[Na+].[Na+]. Given the product [CH:23]1[C:32]2[C:27](=[CH:28][CH:29]=[CH:30][CH:31]=2)[CH:26]=[CH:25][C:24]=1[C:33]1[C:34]2[C:39](=[CH:38][CH:37]=[CH:36][CH:35]=2)[C:40]([C:2]2[CH:3]=[CH:4][C:5]([N:8]3[C:12]4[CH:13]=[CH:14][CH:15]=[CH:16][C:11]=4[N:10]=[C:9]3[CH3:17])=[CH:6][CH:7]=2)=[C:41]2[C:46]=1[CH:45]=[CH:44][CH:43]=[CH:42]2, predict the reactants needed to synthesize it. (2) Given the product [Br:19][C:20]1[CH:21]=[N:22][N:23]2[CH:28]=[CH:27][C:26]([CH:29]([N:16]3[C:15](=[O:17])[CH2:14][O:13][C:12]4[CH:18]=[C:8]([F:7])[CH:9]=[CH:10][C:11]3=4)[CH3:30])=[CH:25][C:24]=12, predict the reactants needed to synthesize it. The reactants are: CC(C)([O-])C.[K+].[F:7][C:8]1[CH:9]=[CH:10][C:11]2[NH:16][C:15](=[O:17])[CH2:14][O:13][C:12]=2[CH:18]=1.[Br:19][C:20]1[CH:21]=[N:22][N:23]2[CH:28]=[CH:27][C:26]([CH:29](Br)[CH3:30])=[CH:25][C:24]=12. (3) Given the product [CH2:1]([C:3]1[N:7]([CH2:8][CH2:9][CH2:10][CH3:11])[N:6]=[C:5]([C:12]([NH2:20])=[O:14])[CH:4]=1)[CH3:2], predict the reactants needed to synthesize it. The reactants are: [CH2:1]([C:3]1[N:7]([CH2:8][CH2:9][CH2:10][CH3:11])[N:6]=[C:5]([C:12]([O:14]CC)=O)[CH:4]=1)[CH3:2].CO.[OH-].[NH4+:20]. (4) The reactants are: [F:1][C:2]1[CH:7]=[C:6]([CH2:8][N:9]=[C:10]=[O:11])[CH:5]=[CH:4][C:3]=1[C:12]([F:15])([F:14])[F:13].[CH3:16][C:17]1[C:26]2[CH:25]=[CH:24][CH:23]=[C:22]([NH2:27])[C:21]=2[CH:20]=[C:19]([CH3:28])[N:18]=1.CCN(C(C)C)C(C)C. Given the product [CH3:16][C:17]1[C:26]2[C:21](=[C:22]([NH:27][C:10]([NH:9][CH2:8][C:6]3[CH:5]=[CH:4][C:3]([C:12]([F:13])([F:14])[F:15])=[C:2]([F:1])[CH:7]=3)=[O:11])[CH:23]=[CH:24][CH:25]=2)[CH:20]=[C:19]([CH3:28])[N:18]=1, predict the reactants needed to synthesize it. (5) Given the product [CH:1]1([CH2:4][N:5]2[CH:9]=[C:8]([CH:10]([OH:11])[C:19]([F:21])([F:20])[F:18])[N:7]=[CH:6]2)[CH2:2][CH2:3]1, predict the reactants needed to synthesize it. The reactants are: [CH:1]1([CH2:4][N:5]2[CH:9]=[C:8]([CH:10]=[O:11])[N:7]=[CH:6]2)[CH2:3][CH2:2]1.C(=O)([O-])[O-].[K+].[K+].[F:18][C:19]([Si](C)(C)C)([F:21])[F:20]. (6) Given the product [CH2:14]([O:13][C:11](=[O:12])[CH:10]([C:3]1[CH:4]=[C:5]([F:9])[CH:6]=[C:7]([F:8])[C:2]=1[F:1])[C:19]([O:18][CH2:16][CH3:17])=[O:20])[CH3:15], predict the reactants needed to synthesize it. The reactants are: [F:1][C:2]1[C:7]([F:8])=[CH:6][C:5]([F:9])=[CH:4][C:3]=1[CH2:10][C:11]([O:13][CH2:14][CH3:15])=[O:12].[CH2:16]([O:18][C:19](=O)[O:20]CC)[CH3:17].[H-].[Na+]. (7) Given the product [Cl:1][C:2]1[CH:20]=[CH:19][C:5]([CH2:6][N:7]2[C:15]3[C:10](=[CH:11][CH:12]=[CH:13][CH:14]=3)[CH:9]=[C:8]2[C:16]([N:49]2[CH2:50][CH2:51][CH:52]3[C:44](=[O:53])[NH:45][CH2:46][CH:47]3[CH2:48]2)=[O:17])=[CH:4][CH:3]=1, predict the reactants needed to synthesize it. The reactants are: [Cl:1][C:2]1[CH:20]=[CH:19][C:5]([CH2:6][N:7]2[C:15]3[C:10](=[CH:11][CH:12]=[CH:13][CH:14]=3)[CH:9]=[C:8]2[C:16](O)=[O:17])=[CH:4][CH:3]=1.CCN(C(C)C)C(C)C.C(Cl)CCl.C1C=CC2N(O)N=NC=2C=1.[C:44]1(=[O:53])[CH:52]2[CH:47]([CH2:48][NH:49][CH2:50][CH2:51]2)[CH2:46][NH:45]1.